Dataset: Full USPTO retrosynthesis dataset with 1.9M reactions from patents (1976-2016). Task: Predict the reactants needed to synthesize the given product. Given the product [Br:1][C:2]1[C:7]([F:8])=[CH:6][CH:5]=[C:4]([CH3:9])[N+:3]=1[O-:15], predict the reactants needed to synthesize it. The reactants are: [Br:1][C:2]1[C:7]([F:8])=[CH:6][CH:5]=[C:4]([CH3:9])[N:3]=1.ClC1C=C(C=CC=1)C(OO)=[O:15].S([O-])([O-])(=O)=S.[Na+].[Na+].C(=O)([O-])O.[Na+].